The task is: Predict the product of the given reaction.. This data is from Forward reaction prediction with 1.9M reactions from USPTO patents (1976-2016). (1) The product is: [ClH:18].[CH3:1][N:2]([CH3:17])[C:3](=[O:16])[O:4][CH2:5][C@H:6]([NH2:8])[CH3:7]. Given the reactants [CH3:1][N:2]([CH3:17])[C:3](=[O:16])[O:4][CH2:5][C@H:6]([NH:8]C(OC(C)(C)C)=O)[CH3:7].[ClH:18], predict the reaction product. (2) The product is: [Br:1][C:2]1[CH:3]=[CH:4][C:5]([NH:8][CH2:19][C:18]2[CH:17]=[N:16][C:15]([CH3:21])=[C:14]3[O:22][C:10]([CH3:23])([CH3:9])[O:11][CH2:12][C:13]=23)=[N:6][CH:7]=1. Given the reactants [Br:1][C:2]1[CH:3]=[CH:4][C:5]([NH2:8])=[N:6][CH:7]=1.[CH3:9][C:10]1([CH3:23])[O:22][C:14]2[C:15]([CH3:21])=[N:16][CH:17]=[C:18]([CH:19]=O)[C:13]=2[CH2:12][O:11]1, predict the reaction product. (3) Given the reactants CS([Cl:5])(=O)=O.[C:6]([O:10][C:11]([N:13]1[CH2:18][C@H:17]([CH2:19]O)[N:16]([CH2:21][C:22]2[CH:27]=[CH:26][CH:25]=[CH:24][CH:23]=2)[CH2:15][C@H:14]1[CH3:28])=[O:12])([CH3:9])([CH3:8])[CH3:7], predict the reaction product. The product is: [C:6]([O:10][C:11]([N:13]1[CH2:18][C@H:17]([CH2:19][Cl:5])[N:16]([CH2:21][C:22]2[CH:27]=[CH:26][CH:25]=[CH:24][CH:23]=2)[CH2:15][C@H:14]1[CH3:28])=[O:12])([CH3:9])([CH3:8])[CH3:7]. (4) Given the reactants [NH2:1][C:2]1[CH:3]=[C:4]([C:8]2[N:13]=[C:12]([NH2:14])[N:11]=[C:10]([NH:15][CH3:16])[CH:9]=2)[CH:5]=[CH:6][CH:7]=1.C(N(CC)CC)C.[C:24]1(/[CH:30]=[CH:31]/[C:32](Cl)=[O:33])[CH:29]=[CH:28][CH:27]=[CH:26][CH:25]=1, predict the reaction product. The product is: [NH2:14][C:12]1[N:13]=[C:8]([C:4]2[CH:3]=[C:2]([NH:1][C:32](=[O:33])/[CH:31]=[CH:30]/[C:24]3[CH:29]=[CH:28][CH:27]=[CH:26][CH:25]=3)[CH:7]=[CH:6][CH:5]=2)[CH:9]=[C:10]([NH:15][CH3:16])[N:11]=1. (5) Given the reactants [CH3:1][C:2]1[C:11]([N:12]2[C:16]3[CH:17]=[C:18]([C:21]([F:24])([F:23])[F:22])[CH:19]=[CH:20][C:15]=3[N:14]=[C:13]2[CH3:25])=[CH:10][CH:9]=[CH:8][C:3]=1[C:4](OC)=[O:5].[H-].[Al+3].[Li+].[H-].[H-].[H-].O.O.O.O.O.O.O.O.O.O.[O-]S([O-])(=O)=O.[Na+].[Na+].C(OCC)(=O)C, predict the reaction product. The product is: [CH3:1][C:2]1[C:11]([N:12]2[C:16]3[CH:17]=[C:18]([C:21]([F:24])([F:23])[F:22])[CH:19]=[CH:20][C:15]=3[N:14]=[C:13]2[CH3:25])=[CH:10][CH:9]=[CH:8][C:3]=1[CH2:4][OH:5].